This data is from Full USPTO retrosynthesis dataset with 1.9M reactions from patents (1976-2016). The task is: Predict the reactants needed to synthesize the given product. (1) The reactants are: [CH:1]([C:4]1[C:8]([CH2:9][CH2:10][C:11](OCC)=O)=[CH:7][N:6]([C:16]2[C:21]([C:22]([F:25])([F:24])[F:23])=[CH:20][CH:19]=[CH:18][N:17]=2)[N:5]=1)([CH3:3])[CH3:2].[H-].C([Al+]CC(C)C)C(C)C.Cl.[O:37]1CCCC1. Given the product [CH:1]([C:4]1[C:8]([CH:9]([OH:37])[CH2:10][CH3:11])=[CH:7][N:6]([C:16]2[C:21]([C:22]([F:25])([F:24])[F:23])=[CH:20][CH:19]=[CH:18][N:17]=2)[N:5]=1)([CH3:3])[CH3:2], predict the reactants needed to synthesize it. (2) Given the product [CH2:1]([C:3]1[CH:4]=[CH:5][C:6]([CH2:7][N:8]2[C:13](=[N:14][C:15]3[CH:20]=[CH:19][C:18]([O:21][CH:22]([CH3:23])[CH3:24])=[C:17]([CH3:25])[CH:16]=3)[NH:12][C:11](=[O:26])[N:10]([CH2:27][C@@H:28]([C:30]([OH:32])=[O:31])[CH3:29])[C:9]2=[O:34])=[CH:35][CH:36]=1)[CH3:2], predict the reactants needed to synthesize it. The reactants are: [CH2:1]([C:3]1[CH:36]=[CH:35][C:6]([CH2:7][N:8]2[C:13](=[N:14][C:15]3[CH:20]=[CH:19][C:18]([O:21][CH:22]([CH3:24])[CH3:23])=[C:17]([CH3:25])[CH:16]=3)[NH:12][C:11](=[O:26])[N:10]([CH2:27][C@@H:28]([C:30]([O:32]C)=[O:31])[CH3:29])[C:9]2=[O:34])=[CH:5][CH:4]=1)[CH3:2].CO.[OH-].[Li+].C(O)(=O)CC(CC(O)=O)(C(O)=O)O. (3) Given the product [ClH:44].[ClH:44].[CH3:35][C:20]1[C:19]2[C:23](=[CH:24][CH:25]=[C:17]([C:13]3[N:12]=[C:11]([NH:10][CH2:9][C@@H:8]([NH2:7])[CH2:36][C:37]4[CH:38]=[CH:39][CH:40]=[CH:41][CH:42]=4)[CH:16]=[N:15][CH:14]=3)[CH:18]=2)[NH:22][N:21]=1, predict the reactants needed to synthesize it. The reactants are: C(OC(=O)[NH:7][CH:8]([CH2:36][C:37]1[CH:42]=[CH:41][CH:40]=[CH:39][CH:38]=1)[CH2:9][NH:10][C:11]1[CH:16]=[N:15][CH:14]=[C:13]([C:17]2[CH:18]=[C:19]3[C:23](=[CH:24][CH:25]=2)[N:22](COCC2C=CC=CC=2)[N:21]=[C:20]3[CH3:35])[N:12]=1)(C)(C)C.[ClH:44].